Dataset: Forward reaction prediction with 1.9M reactions from USPTO patents (1976-2016). Task: Predict the product of the given reaction. The product is: [CH2:6]([NH:12][CH2:17][CH2:18][CH2:19][CH2:20][CH:21]=[CH2:22])[CH2:7][CH2:8][CH2:9][CH:10]=[CH2:11]. Given the reactants C(O)C.[OH-].[K+].[CH2:6]([N:12]([CH2:17][CH2:18][CH2:19][CH2:20][CH:21]=[CH2:22])CCC#N)[CH2:7][CH2:8][CH2:9][CH:10]=[CH2:11].O, predict the reaction product.